From a dataset of Full USPTO retrosynthesis dataset with 1.9M reactions from patents (1976-2016). Predict the reactants needed to synthesize the given product. (1) Given the product [CH3:29][C:30]1([CH3:58])[CH2:39][CH:38]=[C:37]([C:40]2[S:41][CH:42]=[CH:43][CH:44]=2)[C:36]2[CH:35]=[C:34]([C:45]#[C:46][C:47]3[CH:48]=[CH:49][C:50]([C:51]([OH:53])=[O:52])=[CH:56][CH:57]=3)[CH:33]=[CH:32][C:31]1=2, predict the reactants needed to synthesize it. The reactants are: CC1(C)CC=C(C2SC=CN=2)C2C=C(C#CC3C=CC(C(O)=O)=CC=3)C=CC1=2.[CH3:29][C:30]1([CH3:58])[CH2:39][CH:38]=[C:37]([C:40]2[S:41][CH:42]=[CH:43][CH:44]=2)[C:36]2[CH:35]=[C:34]([C:45]#[C:46][C:47]3[CH:57]=[CH:56][C:50]([C:51]([O:53]CC)=[O:52])=[CH:49][CH:48]=3)[CH:33]=[CH:32][C:31]1=2. (2) Given the product [NH2:17][C:15]1[CH:14]=[CH:13][C:9]([C:10]([OH:12])=[O:11])=[C:8]([N:3]2[C:4]([CH3:7])=[CH:5][CH:6]=[C:2]2[CH3:1])[CH:16]=1, predict the reactants needed to synthesize it. The reactants are: [CH3:1][C:2]1[N:3]([C:8]2[CH:16]=[C:15]([N+:17]([O-])=O)[CH:14]=[CH:13][C:9]=2[C:10]([OH:12])=[O:11])[C:4]([CH3:7])=[CH:5][CH:6]=1.O.[BH4-].[Na+]. (3) The reactants are: [F:1][C:2]1[CH:10]=[C:9]([N+:11]([O-:13])=[O:12])[C:8](F)=[CH:7][C:3]=1[C:4]([OH:6])=[O:5].C(=O)([O-])[O-].[Cs+].[Cs+].[CH2:21]([OH:23])[CH3:22].Cl. Given the product [CH2:21]([O:23][C:8]1[C:9]([N+:11]([O-:13])=[O:12])=[CH:10][C:2]([F:1])=[C:3]([CH:7]=1)[C:4]([OH:6])=[O:5])[CH3:22], predict the reactants needed to synthesize it. (4) Given the product [Cl:1][C:2]1[CH:3]=[C:4]([CH:5]=[CH:6][C:7]=1[Cl:8])[O:9][CH2:10][CH:12]1[CH2:13][O:14]1, predict the reactants needed to synthesize it. The reactants are: [Cl:1][C:2]1[CH:3]=[C:4]([OH:9])[CH:5]=[CH:6][C:7]=1[Cl:8].[CH2:10]([CH:12]1[O:14][CH2:13]1)Cl. (5) The reactants are: [O:1]1[CH2:6][CH2:5][CH:4]([OH:7])[CH2:3][CH2:2]1.I[CH2:9][C:10]([O-:12])=[O:11].[Na+].[H-].[Na+].O. Given the product [O:1]1[CH2:6][CH2:5][CH:4]([O:7][CH2:9][C:10]([OH:12])=[O:11])[CH2:3][CH2:2]1, predict the reactants needed to synthesize it. (6) Given the product [CH3:1][NH:2][C:3]([C:5]1[S:9][C:8]([N:10]2[CH2:15][CH2:14][NH:13][CH2:12][CH2:11]2)=[N:7][C:6]=1[C:23]1[CH:28]=[CH:27][C:26]([O:29][C:30]2[CH:35]=[CH:34][CH:33]=[CH:32][CH:31]=2)=[CH:25][CH:24]=1)=[O:4], predict the reactants needed to synthesize it. The reactants are: [CH3:1][NH:2][C:3]([C:5]1[S:9][C:8]([N:10]2[CH2:15][CH2:14][N:13](C(OC(C)(C)C)=O)[CH2:12][CH2:11]2)=[N:7][C:6]=1[C:23]1[CH:28]=[CH:27][C:26]([O:29][C:30]2[CH:35]=[CH:34][CH:33]=[CH:32][CH:31]=2)=[CH:25][CH:24]=1)=[O:4].C(O)(C(F)(F)F)=O. (7) Given the product [C:1]([N:4]1[C:13]2[C:8](=[CH:9][C:10]([C:14]([NH:31][C:32]3[CH:37]=[CH:36][CH:35]=[CH:34][N:33]=3)=[O:15])=[CH:11][CH:12]=2)[C@H:7]([NH:17][C:18]2[CH:23]=[CH:22][C:21]([N:24]3[CH2:29][CH2:28][O:27][CH2:26][CH2:25]3)=[CH:20][CH:19]=2)[CH2:6][C@@H:5]1[CH3:30])(=[O:3])[CH3:2], predict the reactants needed to synthesize it. The reactants are: [C:1]([N:4]1[C:13]2[C:8](=[CH:9][C:10]([C:14](O)=[O:15])=[CH:11][CH:12]=2)[C@H:7]([NH:17][C:18]2[CH:23]=[CH:22][C:21]([N:24]3[CH2:29][CH2:28][O:27][CH2:26][CH2:25]3)=[CH:20][CH:19]=2)[CH2:6][C@@H:5]1[CH3:30])(=[O:3])[CH3:2].[NH2:31][C:32]1[CH:37]=[CH:36][CH:35]=[CH:34][N:33]=1.